This data is from Forward reaction prediction with 1.9M reactions from USPTO patents (1976-2016). The task is: Predict the product of the given reaction. (1) Given the reactants [NH2:1][C:2]1[CH:7]=[CH:6][C:5]([N:8]2[C:14](=[O:15])[CH2:13][C:12](=[O:16])[NH:11][C:10]3[C:17]4[C:22]([CH:23]=[CH:24][C:9]2=3)=[CH:21][CH:20]=[CH:19][CH:18]=4)=[CH:4][CH:3]=1.[CH3:25][N:26]1[CH2:31][CH2:30][CH:29]([C:32](Cl)=[O:33])[CH2:28][CH2:27]1.IC1C=CC=CC=1C(NCCN1C(=O)CC(=O)NC2C3C(C=CC1=2)=CC=CC=3)=O, predict the reaction product. The product is: [CH3:25][N:26]1[CH2:31][CH2:30][CH:29]([C:32]([NH:1][C:2]2[CH:7]=[CH:6][C:5]([N:8]3[C:14](=[O:15])[CH2:13][C:12](=[O:16])[NH:11][C:10]4[C:17]5[C:22]([CH:23]=[CH:24][C:9]3=4)=[CH:21][CH:20]=[CH:19][CH:18]=5)=[CH:4][CH:3]=2)=[O:33])[CH2:28][CH2:27]1. (2) Given the reactants C[O:2][C:3](=O)[CH2:4][C@@H:5]1[CH2:9][S:8][C:7]([C:10]2[NH:11][C:12]3[C:17]([CH:18]=2)=[CH:16][C:15]([Cl:19])=[CH:14][C:13]=3[NH:20][CH:21]2[CH2:25][CH2:24][CH2:23][CH2:22]2)=[N:6]1.O1CCCC1.[BH4-].[Li+].O, predict the reaction product. The product is: [Cl:19][C:15]1[CH:16]=[C:17]2[C:12](=[C:13]([NH:20][CH:21]3[CH2:25][CH2:24][CH2:23][CH2:22]3)[CH:14]=1)[NH:11][C:10]([C:7]1[S:8][CH2:9][C@@H:5]([CH2:4][CH2:3][OH:2])[N:6]=1)=[CH:18]2. (3) Given the reactants [O:1]=[C:2]1[NH:7][CH2:6][CH2:5][N:4]([C:8]([O:10][CH2:11][C:12]2[CH:17]=[CH:16][CH:15]=[CH:14][CH:13]=2)=[O:9])[CH2:3]1.C[Si]([N-][Si](C)(C)C)(C)C.[Li+].C1COCC1.[CH2:33](Br)[C:34]1[CH:39]=[CH:38][CH:37]=[CH:36][CH:35]=1, predict the reaction product. The product is: [CH2:33]([N:7]1[CH2:6][CH2:5][N:4]([C:8]([O:10][CH2:11][C:12]2[CH:17]=[CH:16][CH:15]=[CH:14][CH:13]=2)=[O:9])[CH2:3][C:2]1=[O:1])[C:34]1[CH:39]=[CH:38][CH:37]=[CH:36][CH:35]=1. (4) Given the reactants [CH3:1][O:2][C:3](=[O:28])[CH2:4][N:5]1[C:10](=[O:11])[C:9]([Cl:12])=[C:8](Cl)[N:7]=[C:6]1[N:14]1[CH2:19][CH2:18][CH:17]([NH:20][C:21]([O:23][C:24]([CH3:27])([CH3:26])[CH3:25])=[O:22])[CH2:16][CH2:15]1.[C:29]([C:31]1[CH:36]=[CH:35][C:34](B(O)O)=[CH:33][C:32]=1[F:40])#[N:30].C([O-])([O-])=O.[Na+].[Na+].O, predict the reaction product. The product is: [CH3:1][O:2][C:3](=[O:28])[CH2:4][N:5]1[C:10](=[O:11])[C:9]([Cl:12])=[C:8]([C:34]2[CH:35]=[CH:36][C:31]([C:29]#[N:30])=[C:32]([F:40])[CH:33]=2)[N:7]=[C:6]1[N:14]1[CH2:19][CH2:18][CH:17]([NH:20][C:21]([O:23][C:24]([CH3:27])([CH3:25])[CH3:26])=[O:22])[CH2:16][CH2:15]1. (5) Given the reactants [Br:1][C:2]1[CH:10]=[C:9]([Cl:11])[CH:8]=[C:7]([Cl:12])[C:3]=1[C:4](O)=[O:5].[H-].[Al+3].[Li+].[H-].[H-].[H-].S(=O)(=O)(O)O.C(OCC)(=O)C, predict the reaction product. The product is: [Br:1][C:2]1[CH:10]=[C:9]([Cl:11])[CH:8]=[C:7]([Cl:12])[C:3]=1[CH2:4][OH:5]. (6) The product is: [Cl:19][C:20]1[CH:25]=[C:24]([Cl:26])[CH:23]=[CH:22][C:21]=1[C:2]1[C:10]2[N:9]3[CH2:11][CH2:12][NH:13][C:14](=[O:15])[C:8]3=[C:7]([CH3:16])[C:6]=2[CH:5]=[C:4]([C:17]#[N:18])[CH:3]=1. Given the reactants Br[C:2]1[C:10]2[N:9]3[CH2:11][CH2:12][NH:13][C:14](=[O:15])[C:8]3=[C:7]([CH3:16])[C:6]=2[CH:5]=[C:4]([C:17]#[N:18])[CH:3]=1.[Cl:19][C:20]1[CH:25]=[C:24]([Cl:26])[CH:23]=[CH:22][C:21]=1B(O)O, predict the reaction product.